This data is from NCI-60 drug combinations with 297,098 pairs across 59 cell lines. The task is: Regression. Given two drug SMILES strings and cell line genomic features, predict the synergy score measuring deviation from expected non-interaction effect. (1) Drug 1: CC1=C(C(CCC1)(C)C)C=CC(=CC=CC(=CC(=O)O)C)C. Drug 2: CC1=C2C(C(=O)C3(C(CC4C(C3C(C(C2(C)C)(CC1OC(=O)C(C(C5=CC=CC=C5)NC(=O)OC(C)(C)C)O)O)OC(=O)C6=CC=CC=C6)(CO4)OC(=O)C)O)C)O. Cell line: HL-60(TB). Synergy scores: CSS=58.7, Synergy_ZIP=6.47, Synergy_Bliss=6.09, Synergy_Loewe=8.36, Synergy_HSA=9.05. (2) Drug 1: CCCS(=O)(=O)NC1=C(C(=C(C=C1)F)C(=O)C2=CNC3=C2C=C(C=N3)C4=CC=C(C=C4)Cl)F. Drug 2: C1=CC=C(C=C1)NC(=O)CCCCCCC(=O)NO. Cell line: SK-OV-3. Synergy scores: CSS=9.18, Synergy_ZIP=-1.97, Synergy_Bliss=1.68, Synergy_Loewe=-4.99, Synergy_HSA=1.09.